Predict the product of the given reaction. From a dataset of Forward reaction prediction with 1.9M reactions from USPTO patents (1976-2016). (1) Given the reactants Br[C:2]1[CH:11]=[C:10]2[C:5]([CH2:6][CH:7]([CH3:26])[N:8]([C:12]3[CH:17]=[C:16]([N:18]4[CH2:23][CH2:22][N:21]([CH3:24])[CH2:20][CH2:19]4)[N:15]=[C:14]([NH2:25])[N:13]=3)[CH2:9]2)=[CH:4][CH:3]=1.[CH:27]1([CH2:30][N:31]2[CH:35]=[C:34](B3OC(C)(C)C(C)(C)O3)[CH:33]=[N:32]2)[CH2:29][CH2:28]1.C(=O)(O)[O-].[Na+].O1CCOCC1, predict the reaction product. The product is: [CH:27]1([CH2:30][N:31]2[CH:35]=[C:34]([C:2]3[CH:11]=[C:10]4[C:5]([CH2:6][CH:7]([CH3:26])[N:8]([C:12]5[CH:17]=[C:16]([N:18]6[CH2:19][CH2:20][N:21]([CH3:24])[CH2:22][CH2:23]6)[N:15]=[C:14]([NH2:25])[N:13]=5)[CH2:9]4)=[CH:4][CH:3]=3)[CH:33]=[N:32]2)[CH2:29][CH2:28]1. (2) Given the reactants [N:1]1[C:6]2[NH:7][CH:8]=[CH:9][C:5]=2[C:4](O)=[CH:3][N:2]=1.P(Cl)(Cl)([Cl:13])=O, predict the reaction product. The product is: [Cl:13][C:4]1[C:5]2[CH:9]=[CH:8][NH:7][C:6]=2[N:1]=[N:2][CH:3]=1. (3) Given the reactants [Cl:1][C:2]1[CH:3]=[C:4]([CH:10]=[CH:11][C:12]=1[Cl:13])[CH:5]=[CH:6][C:7]([OH:9])=[O:8].[CH3:14][CH:15]1[NH:21][CH2:20][CH2:19][NH:18][C:17](=[O:22])[CH2:16]1.CN1CCOCC1, predict the reaction product. The product is: [NH4+:18].[OH-:8].[Cl:1][C:2]1[CH:3]=[C:4](/[CH:5]=[CH:6]/[C:7]([N:21]2[CH:15]([CH3:14])[CH2:16][C:17](=[O:22])[NH:18][CH2:19][CH2:20]2)=[O:9])[CH:10]=[CH:11][C:12]=1[Cl:13]. (4) Given the reactants [OH:1][CH2:2][CH2:3][CH2:4][N:5]1[CH:9]=[C:8]([C:10]2[CH:11]=[CH:12][C:13]([NH:21][C:22]3[C:27]([C:28]([F:31])([F:30])[F:29])=[CH:26][N:25]=[C:24]([NH:32][C:33]4[CH:47]=[CH:46][C:36]([CH2:37][P:38](=[O:45])([O:42][CH2:43][CH3:44])[O:39][CH2:40][CH3:41])=[CH:35][C:34]=4[O:48][CH3:49])[N:23]=3)=[C:14]3[C:18]=2C[N:16]([CH3:19])[C:15]3=[O:20])[CH:7]=[N:6]1.NC1C([C:57](NC)=[O:58])=C(OC)C(C2C=NN(CCCO)C=2)=CC=1, predict the reaction product. The product is: [OH:1][CH2:2][CH2:3][CH2:4][N:5]1[CH:9]=[C:8]([C:10]2[CH:11]=[CH:12][C:13]([NH:21][C:22]3[C:27]([C:28]([F:30])([F:29])[F:31])=[CH:26][N:25]=[C:24]([NH:32][C:33]4[CH:47]=[CH:46][C:36]([CH2:37][P:38](=[O:45])([O:42][CH2:43][CH3:44])[O:39][CH2:40][CH3:41])=[CH:35][C:34]=4[O:48][CH3:49])[N:23]=3)=[C:14]([C:15](=[O:20])[NH:16][CH3:19])[C:18]=2[O:58][CH3:57])[CH:7]=[N:6]1. (5) Given the reactants [C:1]([O:5][C:6]([N:8]1[C:16]2[C:11](=[CH:12][C:13]([OH:17])=[CH:14][CH:15]=2)[CH2:10][CH2:9]1)=[O:7])([CH3:4])([CH3:3])[CH3:2].Cl[CH2:19][C:20]1[CH:25]=[CH:24][C:23]([CH2:26][CH:27]([CH3:29])[CH3:28])=[C:22]([C:30]([F:33])([F:32])[F:31])[CH:21]=1.C(=O)([O-])[O-].[K+].[K+], predict the reaction product. The product is: [C:1]([O:5][C:6]([N:8]1[C:16]2[C:11](=[CH:12][C:13]([O:17][CH2:19][C:20]3[CH:25]=[CH:24][C:23]([CH2:26][CH:27]([CH3:29])[CH3:28])=[C:22]([C:30]([F:31])([F:33])[F:32])[CH:21]=3)=[CH:14][CH:15]=2)[CH2:10][CH2:9]1)=[O:7])([CH3:4])([CH3:2])[CH3:3]. (6) Given the reactants C(N(CC)CC)C.[C:8]1([CH2:14][S:15](Cl)(=[O:17])=[O:16])[CH:13]=[CH:12][CH:11]=[CH:10][CH:9]=1.[NH2:19][C:20]1[CH:29]=[C:28]2[C:23]([N:24]=[C:25]([C:38]3[CH:43]=[CH:42][CH:41]=[CH:40][CH:39]=3)[C:26]([CH2:30][CH2:31][CH2:32][CH2:33][C:34]([O:36]C)=[O:35])=[N:27]2)=[CH:22][CH:21]=1.[OH-].[Na+], predict the reaction product. The product is: [CH2:14]([S:15]([NH:19][C:20]1[CH:29]=[C:28]2[C:23]([N:24]=[C:25]([C:38]3[CH:39]=[CH:40][CH:41]=[CH:42][CH:43]=3)[C:26]([CH2:30][CH2:31][CH2:32][CH2:33][C:34]([OH:36])=[O:35])=[N:27]2)=[CH:22][CH:21]=1)(=[O:17])=[O:16])[C:8]1[CH:13]=[CH:12][CH:11]=[CH:10][CH:9]=1. (7) Given the reactants Cl[C:2]1[N:3]=[C:4]([NH:17][CH2:18][C:19]2[CH:24]=[CH:23][CH:22]=[CH:21][N:20]=2)[C:5]2[C:10]([C:11]3[CH:16]=[CH:15][CH:14]=[CH:13][CH:12]=3)=[CH:9][S:8][C:6]=2[N:7]=1.Cl.[NH:26]1[CH2:34][CH2:33][CH2:32][C@H:28]([C:29]([OH:31])=[O:30])[CH2:27]1.C(N(C(C)C)CC)(C)C.N1CCCC(C(O)=O)C1.[OH-].[Na+], predict the reaction product. The product is: [C:11]1([C:10]2[C:5]3[C:4]([NH:17][CH2:18][C:19]4[CH:24]=[CH:23][CH:22]=[CH:21][N:20]=4)=[N:3][C:2]([N:26]4[CH2:34][CH2:33][CH2:32][C@H:28]([C:29]([OH:31])=[O:30])[CH2:27]4)=[N:7][C:6]=3[S:8][CH:9]=2)[CH:16]=[CH:15][CH:14]=[CH:13][CH:12]=1.